Dataset: Peptide-MHC class I binding affinity with 185,985 pairs from IEDB/IMGT. Task: Regression. Given a peptide amino acid sequence and an MHC pseudo amino acid sequence, predict their binding affinity value. This is MHC class I binding data. (1) The peptide sequence is ILLARLFLY. The MHC is HLA-B58:01 with pseudo-sequence HLA-B58:01. The binding affinity (normalized) is 0.213. (2) The peptide sequence is CINGVCWSV. The MHC is HLA-A02:06 with pseudo-sequence HLA-A02:06. The binding affinity (normalized) is 0.515. (3) The peptide sequence is LPESLETLM. The MHC is HLA-B51:01 with pseudo-sequence HLA-B51:01. The binding affinity (normalized) is 0.279. (4) The peptide sequence is EIIFYHPTF. The MHC is HLA-B58:01 with pseudo-sequence HLA-B58:01. The binding affinity (normalized) is 0.0847. (5) The peptide sequence is FKLLEYSNQ. The MHC is H-2-Kb with pseudo-sequence H-2-Kb. The binding affinity (normalized) is 0. (6) The peptide sequence is FSFKKCLVY. The MHC is HLA-A68:01 with pseudo-sequence HLA-A68:01. The binding affinity (normalized) is 0.244. (7) The peptide sequence is ISPRTLNAW. The MHC is HLA-A33:01 with pseudo-sequence HLA-A33:01. The binding affinity (normalized) is 0.